Dataset: Full USPTO retrosynthesis dataset with 1.9M reactions from patents (1976-2016). Task: Predict the reactants needed to synthesize the given product. (1) Given the product [NH2:13][C:11]1[N:10]([CH3:14])[N:9]=[C:8]([C:6]2[CH:5]=[CH:4][N:3]=[C:2]([NH:15][CH3:16])[CH:7]=2)[CH:12]=1, predict the reactants needed to synthesize it. The reactants are: Cl[C:2]1[CH:7]=[C:6]([C:8]2[CH:12]=[C:11]([NH2:13])[N:10]([CH3:14])[N:9]=2)[CH:5]=[CH:4][N:3]=1.[NH2:15][C:16]1NN=C(C2C=CN=C(NC)C=2)C=1. (2) Given the product [Cl:33][C:34]1[N:39]=[C:38]([O:40][C:41]2[CH:47]=[CH:46][C:44]([NH:45][C:17]([NH:16][C:14]3[N:13]([C:26]4[CH:27]=[CH:28][C:29]([CH3:32])=[CH:30][CH:31]=4)[N:12]=[C:11]([CH:8]([CH3:9])[CH3:10])[CH:15]=3)=[O:25])=[C:43]([F:48])[C:42]=2[F:49])[CH:37]=[CH:36][N:35]=1, predict the reactants needed to synthesize it. The reactants are: CCN(CC)CC.[CH:8]([C:11]1[CH:15]=[C:14]([NH:16][C:17](=[O:25])OC2C=CC=CC=2)[N:13]([C:26]2[CH:31]=[CH:30][C:29]([CH3:32])=[CH:28][CH:27]=2)[N:12]=1)([CH3:10])[CH3:9].[Cl:33][C:34]1[N:39]=[C:38]([O:40][C:41]2[CH:47]=[CH:46][C:44]([NH2:45])=[C:43]([F:48])[C:42]=2[F:49])[CH:37]=[CH:36][N:35]=1. (3) Given the product [OH:28][C:6]1[C:5]([C:3]([NH:29][CH2:30][CH2:31][C:32]([OH:34])=[O:33])=[O:4])=[N:14][CH:13]=[C:12]2[C:7]=1[CH:8]=[C:9]([C:22]1[CH:27]=[CH:26][CH:25]=[CH:24][CH:23]=1)[C:10](=[O:21])[N:11]2[C:15]1[CH:16]=[CH:17][CH:18]=[CH:19][CH:20]=1, predict the reactants needed to synthesize it. The reactants are: CO[C:3]([C:5]1[C:6]([OH:28])=[C:7]2[C:12](=[CH:13][N:14]=1)[N:11]([C:15]1[CH:20]=[CH:19][CH:18]=[CH:17][CH:16]=1)[C:10](=[O:21])[C:9]([C:22]1[CH:27]=[CH:26][CH:25]=[CH:24][CH:23]=1)=[CH:8]2)=[O:4].[NH2:29][CH2:30][CH2:31][C:32]([OH:34])=[O:33].C[O-].[Na+]. (4) Given the product [CH3:13][C:3]1[CH:4]=[C:5]([N+:10]([O-:12])=[O:11])[C:6]([O:8][CH3:9])=[CH:7][C:2]=1[N:59]1[CH2:58][CH2:57][N:56]([C:62]([O:64][C:65]([CH3:68])([CH3:67])[CH3:66])=[O:63])[CH2:61][CH2:60]1, predict the reactants needed to synthesize it. The reactants are: Br[C:2]1[CH:7]=[C:6]([O:8][CH3:9])[C:5]([N+:10]([O-:12])=[O:11])=[CH:4][C:3]=1[CH3:13].CC1(C)C2C(=C(P(C3C=CC=CC=3)C3C=CC=CC=3)C=CC=2)OC2C(P(C3C=CC=CC=3)C3C=CC=CC=3)=CC=CC1=2.[N:56]1([C:62]([O:64][C:65]([CH3:68])([CH3:67])[CH3:66])=[O:63])[CH2:61][CH2:60][NH:59][CH2:58][CH2:57]1. (5) Given the product [C:31]1([N:30]([C:24]2[CH:25]=[CH:26][CH:27]=[CH:28][CH:29]=2)[C:2]2[CH:3]=[CH:4][C:5]3[N:6]([C:16](=[O:23])[C:17]4[CH:22]=[CH:21][CH:20]=[CH:19][CH:18]=4)[C:7]4[C:12]([C:13]=3[CH:14]=2)=[CH:11][C:10]([N:6]([C:59]2[CH:58]=[CH:12][CH:7]=[CH:8][CH:9]=2)[C:5]2[CH:13]=[CH:14][CH:2]=[CH:3][CH:4]=2)=[CH:9][CH:8]=4)[CH:32]=[CH:33][CH:34]=[CH:35][CH:36]=1, predict the reactants needed to synthesize it. The reactants are: I[C:2]1[CH:3]=[CH:4][C:5]2[N:6]([C:16](=[O:23])[C:17]3[CH:22]=[CH:21][CH:20]=[CH:19][CH:18]=3)[C:7]3[C:12]([C:13]=2[CH:14]=1)=[CH:11][C:10](I)=[CH:9][CH:8]=3.[C:24]1([NH:30][C:31]2[CH:36]=[CH:35][CH:34]=[CH:33][CH:32]=2)[CH:29]=[CH:28][CH:27]=[CH:26][CH:25]=1.C(=O)([O-])[O-].[K+].[K+].C1O[CH2:59][CH2:58]OCCOCCOCCOCCOC1. (6) Given the product [CH3:37][O:36][CH2:35][CH2:34][CH2:33][CH2:32][N:31]1[C:30]2[CH:38]=[CH:39][CH:40]=[CH:41][C:29]=2[N:28]=[C:27]1[C:25]([N:20]([CH2:21][CH:22]([CH3:24])[CH3:23])[C@H:18]1[CH2:17][C@@H:16]([C:42]2[O:43][C:2]([CH3:1])=[N:6][N:5]=2)[CH2:15][N:14]([C:12]([O:11][C:7]([CH3:8])([CH3:9])[CH3:10])=[O:13])[CH2:19]1)=[O:26], predict the reactants needed to synthesize it. The reactants are: [CH3:1][C:2]1[NH:6][N:5]=NN=1.[C:7]([O:11][C:12]([N:14]1[CH2:19][C@@H:18]([N:20]([C:25]([C:27]2[N:31]([CH2:32][CH2:33][CH2:34][CH2:35][O:36][CH3:37])[C:30]3[CH:38]=[CH:39][CH:40]=[CH:41][C:29]=3[N:28]=2)=[O:26])[CH2:21][CH:22]([CH3:24])[CH3:23])[CH2:17][C@@H:16]([C:42](O)=[O:43])[CH2:15]1)=[O:13])([CH3:10])([CH3:9])[CH3:8].C1CCC(N=C=NC2CCCCC2)CC1. (7) Given the product [CH3:1][C:2]1[N:3]=[C:4]([N:9]2[CH2:13][CH2:12][N:11]([CH2:14][C:15]3[CH:20]=[CH:19][C:18]([C:21]([F:24])([F:23])[F:22])=[CH:17][CH:16]=3)[C:10]2=[O:25])[S:5][C:6]=1[C:7]1[O:8][CH:44]=[N:43][CH:42]=1, predict the reactants needed to synthesize it. The reactants are: [CH3:1][C:2]1[N:3]=[C:4]([N:9]2[CH2:13][CH2:12][N:11]([CH2:14][C:15]3[CH:20]=[CH:19][C:18]([C:21]([F:24])([F:23])[F:22])=[CH:17][CH:16]=3)[C:10]2=[O:25])[S:5][C:6]=1[CH:7]=[O:8].C(=O)([O-])[O-].[K+].[K+].S([CH2:42][N+:43]#[C-:44])(C1C=CC(C)=CC=1)(=O)=O.